From a dataset of Catalyst prediction with 721,799 reactions and 888 catalyst types from USPTO. Predict which catalyst facilitates the given reaction. (1) Reactant: [C:1]1([CH2:7][C:8]([C:10]2[CH:15]=[CH:14][C:13]([CH3:16])=[CH:12][CH:11]=2)=[O:9])[CH:6]=[CH:5][CH:4]=[CH:3][CH:2]=1.CC([O-])(C)C.[K+].[C:23](=[S:25])=[S:24].Br[CH2:27]Br. Product: [S:24]1[CH2:27][S:25][C:23]1=[C:7]([C:1]1[CH:2]=[CH:3][CH:4]=[CH:5][CH:6]=1)[C:8]([C:10]1[CH:15]=[CH:14][C:13]([CH3:16])=[CH:12][CH:11]=1)=[O:9]. The catalyst class is: 1. (2) Reactant: Cl[C:2]1[C:11]2[C:6](=[CH:7][C:8]([F:13])=[CH:9][C:10]=2[F:12])[N:5]=[C:4]([N:14]2[CH2:19][CH2:18][N:17]([C:20]([O:22][C:23]([CH3:26])([CH3:25])[CH3:24])=[O:21])[C@@H:16]([CH3:27])[CH2:15]2)[C:3]=1[CH3:28].[O:29]1[CH2:34][CH2:33][N:32]([C:35]2[CH:36]=[C:37]([NH2:41])[CH:38]=[N:39][CH:40]=2)[CH2:31][CH2:30]1. Product: [F:12][C:10]1[CH:9]=[C:8]([F:13])[CH:7]=[C:6]2[C:11]=1[C:2]([NH:41][C:37]1[CH:38]=[N:39][CH:40]=[C:35]([N:32]3[CH2:33][CH2:34][O:29][CH2:30][CH2:31]3)[CH:36]=1)=[C:3]([CH3:28])[C:4]([N:14]1[CH2:19][CH2:18][N:17]([C:20]([O:22][C:23]([CH3:24])([CH3:26])[CH3:25])=[O:21])[C@@H:16]([CH3:27])[CH2:15]1)=[N:5]2. The catalyst class is: 11. (3) Reactant: Cl[C:2]1[C:7]([C:8]#[N:9])=[C:6]([S:10][CH3:11])[N:5]=[C:4]([S:12][CH2:13][CH3:14])[N:3]=1.[N:15]1[N:16]([C:20]2[CH:21]=[C:22]([CH:24]=[CH:25][CH:26]=2)[NH2:23])[N:17]=[CH:18][CH:19]=1. Product: [N:15]1[N:16]([C:20]2[CH:21]=[C:22]([NH:23][C:2]3[C:7]([C:8]#[N:9])=[C:6]([S:10][CH3:11])[N:5]=[C:4]([S:12][CH2:13][CH3:14])[N:3]=3)[CH:24]=[CH:25][CH:26]=2)[N:17]=[CH:18][CH:19]=1. The catalyst class is: 31. (4) Reactant: [NH2:1][C:2]1[N:19]=[CH:18][CH:17]=[CH:16][C:3]=1[C:4]([NH:6][CH2:7][C:8]1[CH:13]=[CH:12][C:11]([F:14])=[C:10]([F:15])[CH:9]=1)=[O:5].[Br:20][C:21]1[S:25][C:24]([CH:26]=O)=[CH:23][CH:22]=1.C(O[BH-](OC(=O)C)OC(=O)C)(=O)C.[Na+]. Product: [Br:20][C:21]1[S:25][C:24]([CH2:26][NH:1][C:2]2[N:19]=[CH:18][CH:17]=[CH:16][C:3]=2[C:4]([NH:6][CH2:7][C:8]2[CH:13]=[CH:12][C:11]([F:14])=[C:10]([F:15])[CH:9]=2)=[O:5])=[CH:23][CH:22]=1. The catalyst class is: 26.